This data is from NCI-60 drug combinations with 297,098 pairs across 59 cell lines. The task is: Regression. Given two drug SMILES strings and cell line genomic features, predict the synergy score measuring deviation from expected non-interaction effect. Drug 1: CC1=C(C=C(C=C1)NC2=NC=CC(=N2)N(C)C3=CC4=NN(C(=C4C=C3)C)C)S(=O)(=O)N.Cl. Drug 2: CCCCCOC(=O)NC1=NC(=O)N(C=C1F)C2C(C(C(O2)C)O)O. Cell line: PC-3. Synergy scores: CSS=0.603, Synergy_ZIP=-0.509, Synergy_Bliss=-2.48, Synergy_Loewe=-2.23, Synergy_HSA=-2.21.